Predict the reactants needed to synthesize the given product. From a dataset of Full USPTO retrosynthesis dataset with 1.9M reactions from patents (1976-2016). (1) Given the product [Cl:19][C:14]1[CH:13]=[CH:12][N:11]=[C:10]([NH:9][C:4]2[CH:3]=[C:2]([CH3:1])[CH:7]=[C:6]([CH3:8])[CH:5]=2)[N:15]=1, predict the reactants needed to synthesize it. The reactants are: [CH3:1][C:2]1[CH:3]=[C:4]([NH:9][C:10]2[NH:15][C:14](=O)[CH:13]=[CH:12][N:11]=2)[CH:5]=[C:6]([CH3:8])[CH:7]=1.O=P(Cl)(Cl)[Cl:19]. (2) Given the product [C:12]([C:10]1[C:9]2[C:4](=[CH:5][CH:6]=[CH:7][CH:8]=2)[C:3](=[O:16])[N:2]([NH:1][C:20](=[O:21])[CH2:19][C:18]([CH3:17])([C:24]2[CH:29]=[CH:28][CH:27]=[CH:26][CH:25]=2)[CH3:23])[N:11]=1)([CH3:13])([CH3:15])[CH3:14], predict the reactants needed to synthesize it. The reactants are: [NH2:1][N:2]1[N:11]=[C:10]([C:12]([CH3:15])([CH3:14])[CH3:13])[C:9]2[C:4](=[CH:5][CH:6]=[CH:7][CH:8]=2)[C:3]1=[O:16].[CH3:17][C:18]([C:24]1[CH:29]=[CH:28][CH:27]=[CH:26][CH:25]=1)([CH3:23])[CH2:19][C:20](O)=[O:21].